The task is: Predict the product of the given reaction.. This data is from Forward reaction prediction with 1.9M reactions from USPTO patents (1976-2016). Given the reactants C([O-])([O-])=O.[Na+].[Na+].C1(PC2C=CC=CC=2)C=CC=CC=1.[S:20]1[C:24]2[CH:25]=[CH:26][CH:27]=[CH:28][C:23]=2[N:22]=[C:21]1[NH2:29].Cl[C:31]1[N:36]=[CH:35][C:34]([O:37][C:38]2[C:39]([CH:44]3[CH2:49][CH2:48][N:47]([C:50](=[O:52])[CH3:51])[CH2:46][CH2:45]3)=[N:40][CH:41]=[CH:42][N:43]=2)=[CH:33][CH:32]=1, predict the reaction product. The product is: [S:20]1[C:24]2[CH:25]=[CH:26][CH:27]=[CH:28][C:23]=2[N:22]=[C:21]1[NH:29][C:31]1[N:36]=[CH:35][C:34]([O:37][C:38]2[C:39]([CH:44]3[CH2:45][CH2:46][N:47]([C:50](=[O:52])[CH3:51])[CH2:48][CH2:49]3)=[N:40][CH:41]=[CH:42][N:43]=2)=[CH:33][CH:32]=1.